From a dataset of Merck oncology drug combination screen with 23,052 pairs across 39 cell lines. Regression. Given two drug SMILES strings and cell line genomic features, predict the synergy score measuring deviation from expected non-interaction effect. (1) Drug 1: O=S1(=O)NC2(CN1CC(F)(F)F)C1CCC2Cc2cc(C=CCN3CCC(C(F)(F)F)CC3)ccc2C1. Drug 2: C=CCn1c(=O)c2cnc(Nc3ccc(N4CCN(C)CC4)cc3)nc2n1-c1cccc(C(C)(C)O)n1. Cell line: A2780. Synergy scores: synergy=6.60. (2) Drug 1: O=P1(N(CCCl)CCCl)NCCCO1. Drug 2: CS(=O)(=O)CCNCc1ccc(-c2ccc3ncnc(Nc4ccc(OCc5cccc(F)c5)c(Cl)c4)c3c2)o1. Cell line: PA1. Synergy scores: synergy=-10.0.